This data is from Reaction yield outcomes from USPTO patents with 853,638 reactions. The task is: Predict the reaction yield, written as a fraction of the theoretical maximum amount of product (1.0 means a 100% yield; for example, 0.34 means a 34% yield). The product is [O:10]=[C:8]1[C:7]2[C:6](=[CH:5][C:4]([N+:1]([O-:3])=[O:2])=[CH:14][CH:13]=2)[C:11](=[O:12])[N:16]1[CH:17]1[CH2:23][CH2:22][C:21](=[O:24])[NH:20][C:18]1=[O:19]. The catalyst is C(O)(=O)C. The yield is 0.540. The reactants are [N+:1]([C:4]1[CH:5]=[C:6]2[C:11](=[O:12])[O:10][C:8](=O)[C:7]2=[CH:13][CH:14]=1)([O-:3])=[O:2].Cl.[NH2:16][CH:17]1[CH2:23][CH2:22][C:21](=[O:24])[NH:20][C:18]1=[O:19].C([O-])(=O)C.[Na+].